Dataset: Full USPTO retrosynthesis dataset with 1.9M reactions from patents (1976-2016). Task: Predict the reactants needed to synthesize the given product. (1) The reactants are: [Cl:1][C:2]1[CH:7]=[CH:6][C:5]([C:8]2[N:12]([CH2:13][C@H:14]([OH:19])[C:15]([F:18])([F:17])[F:16])[C:11](=[O:20])[N:10]([CH2:21][C:22]([NH:24][CH:25]([C:31]3[CH:36]=[CH:35][CH:34]=[CH:33][C:32]=3[F:37])[CH2:26][C:27](OC)=[O:28])=[O:23])[N:9]=2)=[CH:4][CH:3]=1.[BH4-].[Na+].[Cl-].[Li+].C(C(C(C([O-])=O)O)O)([O-])=O.[K+].[Na+]. Given the product [Cl:1][C:2]1[CH:7]=[CH:6][C:5]([C:8]2[N:12]([CH2:13][C@H:14]([OH:19])[C:15]([F:17])([F:18])[F:16])[C:11](=[O:20])[N:10]([CH2:21][C:22]([NH:24][CH:25]([C:31]3[CH:36]=[CH:35][CH:34]=[CH:33][C:32]=3[F:37])[CH2:26][CH2:27][OH:28])=[O:23])[N:9]=2)=[CH:4][CH:3]=1, predict the reactants needed to synthesize it. (2) Given the product [CH2:20]([C:7]([CH2:6][C:5]1[CH:4]=[CH:3][C:2]([Cl:1])=[CH:13][CH:12]=1)([C:8]#[N:9])[C:10]#[N:11])[CH:19]=[CH2:18], predict the reactants needed to synthesize it. The reactants are: [Cl:1][C:2]1[CH:13]=[CH:12][C:5]([CH2:6][CH:7]([C:10]#[N:11])[C:8]#[N:9])=[CH:4][CH:3]=1.[H-].[Na+].[H][H].[CH2:18](Br)[CH:19]=[CH2:20].Cl.